Dataset: Catalyst prediction with 721,799 reactions and 888 catalyst types from USPTO. Task: Predict which catalyst facilitates the given reaction. (1) Reactant: [OH:1][C:2]1[CH:7]=[CH:6][N:5]=[C:4]([N:8]2[C:17](=[O:18])[C:16]3[C:11](=[CH:12][C:13]([C:19]([OH:21])=O)=[CH:14][CH:15]=3)[NH:10][C:9]2=[S:22])[CH:3]=1.[Cl:23][C:24]1[CH:25]=[C:26]([CH:29]=[CH:30][CH:31]=1)[CH2:27][NH2:28].CCN(C(C)C)C(C)C.CN(C(ON1N=NC2C=CC=NC1=2)=[N+](C)C)C.F[P-](F)(F)(F)(F)F. Product: [Cl:23][C:24]1[CH:25]=[C:26]([CH:29]=[CH:30][CH:31]=1)[CH2:27][NH:28][C:19]([C:13]1[CH:12]=[C:11]2[C:16]([C:17](=[O:18])[N:8]([C:4]3[CH:3]=[C:2]([OH:1])[CH:7]=[CH:6][N:5]=3)[C:9](=[S:22])[NH:10]2)=[CH:15][CH:14]=1)=[O:21]. The catalyst class is: 3. (2) Reactant: [H-].[Al+3].[Li+].[H-].[H-].[H-].C[O:8][C:9]([C:11]1[CH:12]=[C:13]([CH3:23])[C:14]2[N:18]=[C:17]([CH2:19][CH2:20][CH3:21])[NH:16][C:15]=2[CH:22]=1)=O.[OH-].[Na+].O. Product: [OH:8][CH2:9][C:11]1[CH:12]=[C:13]([CH3:23])[C:14]2[N:18]=[C:17]([CH2:19][CH2:20][CH3:21])[NH:16][C:15]=2[CH:22]=1. The catalyst class is: 7.